This data is from Catalyst prediction with 721,799 reactions and 888 catalyst types from USPTO. The task is: Predict which catalyst facilitates the given reaction. Reactant: [Si]([O:8][CH2:9][C:10]1([C:33]2[CH:38]=[CH:37][CH:36]=[CH:35][CH:34]=2)[CH:14]=[C:13]([C:15]2[CH:20]=[C:19]([F:21])[CH:18]=[CH:17][C:16]=2[F:22])[CH2:12][N:11]1[C:23]([N:25]([CH3:32])[CH:26]1[CH2:31][CH2:30][NH:29][CH2:28][CH2:27]1)=[O:24])(C(C)(C)C)(C)C.[CH3:39][N:40]([CH3:45])[CH2:41][C:42](O)=[O:43].CCN=C=NCCCN(C)C. Product: [F:22][C:16]1[CH:17]=[CH:18][C:19]([F:21])=[CH:20][C:15]=1[C:13]1[CH2:12][N:11]([C:23]([N:25]([CH:26]2[CH2:27][CH2:28][N:29]([C:42](=[O:43])[CH2:41][N:40]([CH3:45])[CH3:39])[CH2:30][CH2:31]2)[CH3:32])=[O:24])[C:10]([CH2:9][OH:8])([C:33]2[CH:38]=[CH:37][CH:36]=[CH:35][CH:34]=2)[CH:14]=1. The catalyst class is: 2.